Dataset: Full USPTO retrosynthesis dataset with 1.9M reactions from patents (1976-2016). Task: Predict the reactants needed to synthesize the given product. (1) Given the product [F:18][C:16]([F:17])([F:19])[C:15]([C:21]1[CH:22]=[C:23]2[C:27](=[CH:28][CH:29]=1)[N:26]([C:30]1[CH:35]=[CH:34][C:33]([F:36])=[CH:32][CH:31]=1)[N:25]=[CH:24]2)([C:13]1[N:14]=[C:10]([CH2:9][OH:8])[S:11][CH:12]=1)[OH:20], predict the reactants needed to synthesize it. The reactants are: [Si]([O:8][CH2:9][C:10]1[S:11][CH:12]=[C:13]([C:15]([C:21]2[CH:22]=[C:23]3[C:27](=[CH:28][CH:29]=2)[N:26]([C:30]2[CH:35]=[CH:34][C:33]([F:36])=[CH:32][CH:31]=2)[N:25]=[CH:24]3)([OH:20])[C:16]([F:19])([F:18])[F:17])[N:14]=1)(C(C)(C)C)(C)C.[F-].C([N+](CCCC)(CCCC)CCCC)CCC. (2) Given the product [Br:14][C:9]1[CH:10]=[CH:11][CH:12]=[C:13]2[C:8]=1[CH2:7][CH2:6][CH2:5][C@H:4]2[NH:1][C:20](=[O:21])[O:19][C:16]([CH3:18])([CH3:17])[CH3:15], predict the reactants needed to synthesize it. The reactants are: [N:1]([C@H:4]1[C:13]2[C:8](=[C:9]([Br:14])[CH:10]=[CH:11][CH:12]=2)[CH2:7][CH2:6][CH2:5]1)=[N+]=[N-].[CH3:15][C:16]([O:19][C:20](O[C:20]([O:19][C:16]([CH3:18])([CH3:17])[CH3:15])=[O:21])=[O:21])([CH3:18])[CH3:17]. (3) Given the product [Cl:34][C:18]1[O:17][N:16]=[C:15]([C:12]2[CH:11]=[CH:10][C:9]([O:8][CH2:7][CH2:6][CH2:5][O:4][C:3]3[C:21]([Cl:31])=[CH:22][C:23]([O:25][CH2:26][CH:27]=[C:28]([Cl:29])[Cl:30])=[CH:24][C:2]=3[Cl:1])=[CH:14][CH:13]=2)[N:19]=1, predict the reactants needed to synthesize it. The reactants are: [Cl:1][C:2]1[CH:24]=[C:23]([O:25][CH2:26][CH:27]=[C:28]([Cl:30])[Cl:29])[CH:22]=[C:21]([Cl:31])[C:3]=1[O:4][CH2:5][CH2:6][CH2:7][O:8][C:9]1[CH:14]=[CH:13][C:12]([C:15]2[NH:19][C:18](=O)[O:17][N:16]=2)=[CH:11][CH:10]=1.P(Cl)(Cl)([Cl:34])=O. (4) Given the product [NH2:36][C:15]1[N:14]=[C:13]([C:12]2[S:11][C:10]([CH:20]3[CH2:21][CH2:22][CH2:23]3)=[N:9][C:8]=2[C:7]2[C:2]([Cl:1])=[C:3]([NH:24][S:25]([C:28]3[C:33]([F:34])=[CH:32][CH:31]=[CH:30][C:29]=3[F:35])(=[O:27])=[O:26])[CH:4]=[CH:5][CH:6]=2)[CH:18]=[CH:17][N:16]=1, predict the reactants needed to synthesize it. The reactants are: [Cl:1][C:2]1[C:7]([C:8]2[N:9]=[C:10]([CH:20]3[CH2:23][CH2:22][CH2:21]3)[S:11][C:12]=2[C:13]2[CH:18]=[CH:17][N:16]=[C:15](Cl)[N:14]=2)=[CH:6][CH:5]=[CH:4][C:3]=1[NH:24][S:25]([C:28]1[C:33]([F:34])=[CH:32][CH:31]=[CH:30][C:29]=1[F:35])(=[O:27])=[O:26].[NH3:36].CO. (5) Given the product [CH2:28]([O:27][CH:5]([CH2:6][C:7]1[CH:8]=[CH:9][C:10]([O:13][CH2:14][CH2:15][C:16]2[CH:17]=[CH:18][C:19]([NH:22][S:23]([CH3:26])(=[O:24])=[O:25])=[CH:20][CH:21]=2)=[CH:11][CH:12]=1)[C:4]([OH:30])=[O:3])[CH3:29], predict the reactants needed to synthesize it. The reactants are: C([O:3][C:4](=[O:30])[CH:5]([O:27][CH2:28][CH3:29])[CH2:6][C:7]1[CH:12]=[CH:11][C:10]([O:13][CH2:14][CH2:15][C:16]2[CH:21]=[CH:20][C:19]([NH:22][S:23]([CH3:26])(=[O:25])=[O:24])=[CH:18][CH:17]=2)=[CH:9][CH:8]=1)C.O.[OH-].[Li+]. (6) Given the product [NH2:1][C:2]1[C:7]([C:8]([O:10][CH3:16])=[O:9])=[CH:6][N:5]=[CH:4][N:3]=1, predict the reactants needed to synthesize it. The reactants are: [NH2:1][C:2]1[C:7]([C:8]([OH:10])=[O:9])=[CH:6][N:5]=[CH:4][N:3]=1.S(=O)(=O)(O)O.[CH3:16]O.